The task is: Predict the reaction yield, written as a fraction of the theoretical maximum amount of product (1.0 means a 100% yield; for example, 0.34 means a 34% yield).. This data is from Reaction yield outcomes from USPTO patents with 853,638 reactions. (1) The reactants are [Cl-].O[NH3+:3].[C:4](=[O:7])([O-])[OH:5].[Na+].CS(C)=O.[CH2:13]([C:15]1[N:16]=[C:17]([CH3:47])[N:18]([C:37]2[CH:42]=[CH:41][C:40]([O:43][CH:44]([CH3:46])[CH3:45])=[CH:39][CH:38]=2)[C:19](=[O:36])[C:20]=1[CH2:21][C:22]1[CH:27]=[CH:26][C:25]([C:28]2[C:29]([C:34]#[N:35])=[CH:30][CH:31]=[CH:32][CH:33]=2)=[CH:24][CH:23]=1)[CH3:14]. The catalyst is C(OCC)(=O)C. The product is [CH2:13]([C:15]1[N:16]=[C:17]([CH3:47])[N:18]([C:37]2[CH:38]=[CH:39][C:40]([O:43][CH:44]([CH3:46])[CH3:45])=[CH:41][CH:42]=2)[C:19](=[O:36])[C:20]=1[CH2:21][C:22]1[CH:23]=[CH:24][C:25]([C:28]2[CH:33]=[CH:32][CH:31]=[CH:30][C:29]=2[C:34]2[NH:3][C:4](=[O:7])[O:5][N:35]=2)=[CH:26][CH:27]=1)[CH3:14]. The yield is 0.810. (2) The reactants are Br[C:2]1[CH:3]=[C:4]([NH:10][C:11]2[CH:15]=[C:14]([CH2:16][N:17]([CH3:22])[CH:18]3[CH2:21][O:20][CH2:19]3)[N:13]([CH3:23])[N:12]=2)[C:5](=[O:9])[N:6]([CH3:8])[CH:7]=1.[C:24]([O:27][CH2:28][C:29]1[C:30]([N:44]2[CH2:55][CH2:54][N:53]3[C:46](=[CH:47][C:48]4[CH2:49][C:50]([CH3:57])([CH3:56])[CH2:51][C:52]=43)[C:45]2=[O:58])=[N:31][CH:32]=[CH:33][C:34]=1B1OC(C)(C)C(C)(C)O1)(=[O:26])[CH3:25].[O-]P([O-])([O-])=O.[K+].[K+].[K+].C([O-])(=O)C.[Na+]. The catalyst is C1C=CC(P(C2C=CC=CC=2)[C-]2C=CC=C2)=CC=1.C1C=CC(P(C2C=CC=CC=2)[C-]2C=CC=C2)=CC=1.Cl[Pd]Cl.[Fe+2].O.C(#N)C. The product is [C:24]([O:27][CH2:28][C:29]1[C:30]([N:44]2[CH2:55][CH2:54][N:53]3[C:46](=[CH:47][C:48]4[CH2:49][C:50]([CH3:57])([CH3:56])[CH2:51][C:52]=43)[C:45]2=[O:58])=[N:31][CH:32]=[CH:33][C:34]=1[C:2]1[CH:3]=[C:4]([NH:10][C:11]2[CH:15]=[C:14]([CH2:16][N:17]([CH3:22])[CH:18]3[CH2:21][O:20][CH2:19]3)[N:13]([CH3:23])[N:12]=2)[C:5](=[O:9])[N:6]([CH3:8])[CH:7]=1)(=[O:26])[CH3:25]. The yield is 0.440. (3) The reactants are C([NH:5][S:6]([C:9]1[S:10][C:11]([C:14]2[CH:19]=[CH:18][CH:17]=[C:16]([C:20]3[N:25]=[C:24]([CH3:26])[CH:23]=[C:22]([C:27]4[CH:32]=[CH:31][C:30]([C:33]([F:36])([F:35])[F:34])=[C:29]([CH3:37])[CH:28]=4)[N:21]=3)[CH:15]=2)=[CH:12][CH:13]=1)(=[O:8])=[O:7])(C)(C)C.C(O)(C(F)(F)F)=O. The catalyst is ClCCl. The product is [CH3:26][C:24]1[CH:23]=[C:22]([C:27]2[CH:32]=[CH:31][C:30]([C:33]([F:36])([F:35])[F:34])=[C:29]([CH3:37])[CH:28]=2)[N:21]=[C:20]([C:16]2[CH:15]=[C:14]([C:11]3[S:10][C:9]([S:6]([NH2:5])(=[O:7])=[O:8])=[CH:13][CH:12]=3)[CH:19]=[CH:18][CH:17]=2)[N:25]=1. The yield is 0.250. (4) The reactants are [CH2:1]([O:8][C:9]([NH:11][CH:12]([C:18]([O:20][CH2:21][CH3:22])=[O:19])[C:13]([O:15][CH2:16][CH3:17])=[O:14])=[O:10])[C:2]1[CH:7]=[CH:6][CH:5]=[CH:4][CH:3]=1.C(=O)([O-])[O-].[K+].[K+].[I-].[K+].Br[CH2:32][C:33]([O:35][CH:36]([CH3:38])[CH3:37])=[O:34].Cl. The catalyst is CN(C=O)C. The product is [CH2:1]([O:8][C:9]([NH:11][C:12]([CH2:32][C:33]([O:35][CH:36]([CH3:38])[CH3:37])=[O:34])([C:13]([O:15][CH2:16][CH3:17])=[O:14])[C:18]([O:20][CH2:21][CH3:22])=[O:19])=[O:10])[C:2]1[CH:3]=[CH:4][CH:5]=[CH:6][CH:7]=1. The yield is 0.990. (5) The reactants are [CH2:1]([C:4]1[N:8]([CH2:9][C:10]2[CH:29]=[CH:28][C:13]3/[C:14](=[CH:23]/[C:24]([NH:26][NH2:27])=[O:25])/[C:15]4[CH:22]=[CH:21][CH:20]=[CH:19][C:16]=4[CH2:17][CH2:18][C:12]=3[CH:11]=2)[C:7]2[CH:30]=[CH:31][CH:32]=[CH:33][C:6]=2[N:5]=1)[CH2:2][CH3:3].[CH:34](OCC)(OCC)OCC. No catalyst specified. The product is [CH2:1]([C:4]1[N:8]([CH2:9][C:10]2[CH:29]=[CH:28][C:13]3/[C:14](=[CH:23]/[C:24]4[O:25][CH:34]=[N:27][N:26]=4)/[C:15]4[CH:22]=[CH:21][CH:20]=[CH:19][C:16]=4[CH2:17][CH2:18][C:12]=3[CH:11]=2)[C:7]2[CH:30]=[CH:31][CH:32]=[CH:33][C:6]=2[N:5]=1)[CH2:2][CH3:3]. The yield is 0.930.